From a dataset of Reaction yield outcomes from USPTO patents with 853,638 reactions. Predict the reaction yield, written as a fraction of the theoretical maximum amount of product (1.0 means a 100% yield; for example, 0.34 means a 34% yield). (1) The reactants are [H-].[Na+].[CH2:3]([P:12](=[O:19])([O:16][CH2:17][CH3:18])[O:13][CH2:14][CH3:15])P(=O)(OCC)OCC.[CH:20]([C@@:22]1([NH:41][C:42](=[O:48])[O:43][C:44]([CH3:47])([CH3:46])[CH3:45])[CH2:26][CH2:25][C@H:24]([C:27]2[CH:32]=[CH:31][C:30]([CH2:33][CH2:34][CH2:35][CH2:36][CH2:37][CH2:38][CH2:39][CH3:40])=[CH:29][CH:28]=2)[CH2:23]1)=O. The catalyst is C1COCC1. The product is [CH2:17]([O:16][P:12](/[CH:3]=[CH:20]/[C@@:22]1([NH:41][C:42](=[O:48])[O:43][C:44]([CH3:47])([CH3:46])[CH3:45])[CH2:26][CH2:25][C@H:24]([C:27]2[CH:28]=[CH:29][C:30]([CH2:33][CH2:34][CH2:35][CH2:36][CH2:37][CH2:38][CH2:39][CH3:40])=[CH:31][CH:32]=2)[CH2:23]1)([O:13][CH2:14][CH3:15])=[O:19])[CH3:18]. The yield is 0.890. (2) The reactants are F[C:2]1[CH:7]=[CH:6][C:5]([N+:8]([O-:10])=[O:9])=[CH:4][CH:3]=1.[CH3:11][N:12]([CH3:19])[CH:13]1[CH2:18][CH2:17][NH:16][CH2:15][CH2:14]1.CCN(C(C)C)C(C)C. The catalyst is C(#N)C. The product is [CH3:11][N:12]([CH3:19])[CH:13]1[CH2:18][CH2:17][N:16]([C:2]2[CH:7]=[CH:6][C:5]([N+:8]([O-:10])=[O:9])=[CH:4][CH:3]=2)[CH2:15][CH2:14]1. The yield is 0.940. (3) The catalyst is CCO.C1C=CC([P]([Pd]([P](C2C=CC=CC=2)(C2C=CC=CC=2)C2C=CC=CC=2)([P](C2C=CC=CC=2)(C2C=CC=CC=2)C2C=CC=CC=2)[P](C2C=CC=CC=2)(C2C=CC=CC=2)C2C=CC=CC=2)(C2C=CC=CC=2)C2C=CC=CC=2)=CC=1. The yield is 0.900. The product is [CH:23]1([C:21]([N:18]2[CH2:19][CH2:20][C@@H:16]([CH2:15][N:9]3[C:8]([C:5]4[CH:6]=[CH:7][C:2]([C:32]5[CH:33]=[C:34]6[C:29]([CH:28]=[CH:27][NH:26]6)=[CH:30][CH:31]=5)=[CH:3][CH:4]=4)=[N:12][N:11]([CH3:13])[C:10]3=[O:14])[CH2:17]2)=[O:22])[CH2:25][CH2:24]1. The reactants are Br[C:2]1[CH:7]=[CH:6][C:5]([C:8]2[N:9]([CH2:15][C@@H:16]3[CH2:20][CH2:19][N:18]([C:21]([CH:23]4[CH2:25][CH2:24]4)=[O:22])[CH2:17]3)[C:10](=[O:14])[N:11]([CH3:13])[N:12]=2)=[CH:4][CH:3]=1.[NH:26]1[C:34]2[C:29](=[CH:30][CH:31]=[C:32](B(O)O)[CH:33]=2)[CH:28]=[CH:27]1.[O-]P([O-])([O-])=O.[K+].[K+].[K+]. (4) The reactants are [BH4-].[Na+].[C:3]([O:7][C:8]([NH:10][CH:11]([C:17]([C:19]1[CH:24]=[CH:23][C:22]([O:25][CH3:26])=[CH:21][CH:20]=1)=[O:18])[C:12]([O:14][CH2:15][CH3:16])=[O:13])=[O:9])([CH3:6])([CH3:5])[CH3:4].[Cl-].[NH4+]. The catalyst is C(O)C. The product is [C:3]([O:7][C:8]([NH:10][CH:11]([CH:17]([OH:18])[C:19]1[CH:20]=[CH:21][C:22]([O:25][CH3:26])=[CH:23][CH:24]=1)[C:12]([O:14][CH2:15][CH3:16])=[O:13])=[O:9])([CH3:6])([CH3:4])[CH3:5]. The yield is 0.720. (5) The reactants are [CH3:1][C:2]1[C:10]2[C:9](=[O:11])[NH:8][CH:7]=[N:6][C:5]=2[S:4][C:3]=1[C:12]([N:14]1[CH2:18][CH2:17][CH2:16][CH2:15]1)=[O:13].C([O-])([O-])=O.[K+].[K+].Cl[CH2:26][C:27]([N:29]1[CH2:34][CH2:33][N:32]([C:35]2[CH:40]=[CH:39][CH:38]=[C:37]([Cl:41])[CH:36]=2)[CH2:31][CH2:30]1)=[O:28]. The catalyst is CC#N. The product is [Cl:41][C:37]1[CH:36]=[C:35]([N:32]2[CH2:31][CH2:30][N:29]([C:27](=[O:28])[CH2:26][N:8]3[C:9](=[O:11])[C:10]4[C:2]([CH3:1])=[C:3]([C:12]([N:14]5[CH2:18][CH2:17][CH2:16][CH2:15]5)=[O:13])[S:4][C:5]=4[N:6]=[CH:7]3)[CH2:34][CH2:33]2)[CH:40]=[CH:39][CH:38]=1. The yield is 0.220.